This data is from Peptide-MHC class I binding affinity with 185,985 pairs from IEDB/IMGT. The task is: Regression. Given a peptide amino acid sequence and an MHC pseudo amino acid sequence, predict their binding affinity value. This is MHC class I binding data. (1) The peptide sequence is CNPIMSTQCIF. The MHC is Mamu-A01 with pseudo-sequence Mamu-A01. The binding affinity (normalized) is 0.105. (2) The peptide sequence is CFVRSSPAS. The MHC is H-2-Kb with pseudo-sequence H-2-Kb. The binding affinity (normalized) is 0.115. (3) The binding affinity (normalized) is 0.510. The peptide sequence is VFKGFSDKVR. The MHC is HLA-A31:01 with pseudo-sequence HLA-A31:01. (4) The peptide sequence is QPGLTSSVI. The MHC is HLA-B15:01 with pseudo-sequence HLA-B15:01. The binding affinity (normalized) is 0.0108. (5) The peptide sequence is KMARTIESEV. The MHC is HLA-A02:17 with pseudo-sequence HLA-A02:17. The binding affinity (normalized) is 0.130.